Dataset: Full USPTO retrosynthesis dataset with 1.9M reactions from patents (1976-2016). Task: Predict the reactants needed to synthesize the given product. Given the product [CH:1]1([N:4]([CH:30]2[CH2:31][CH2:32]2)[C:5]([C:7]2[N:27]([CH2:28][CH3:29])[C:10]3=[N:11][C:12]([NH:19][C:20]4[CH:21]=[C:22]([CH3:23])[N:34]([CH3:33])[N:35]=4)=[C:13]4[N:17]=[CH:16][N:15]([CH3:18])[C:14]4=[C:9]3[CH:8]=2)=[O:6])[CH2:3][CH2:2]1, predict the reactants needed to synthesize it. The reactants are: [CH:1]1([N:4]([CH:30]2[CH2:32][CH2:31]2)[C:5]([C:7]2[N:27]([CH2:28][CH3:29])[C:10]3=[N:11][C:12]([NH:19]/[C:20](/SC)=[CH:21]/[C:22](=O)[CH3:23])=[C:13]4[N:17]=[CH:16][N:15]([CH3:18])[C:14]4=[C:9]3[CH:8]=2)=[O:6])[CH2:3][CH2:2]1.[CH3:33][N:34](C(OC(C)(C)C)=O)[NH2:35].C(O)=O.